Dataset: Forward reaction prediction with 1.9M reactions from USPTO patents (1976-2016). Task: Predict the product of the given reaction. (1) Given the reactants Br[C:2]1[C:3]([C:18]#[N:19])=[CH:4][C:5]([F:17])=[C:6]([NH:8][C@H:9]([CH2:13][CH:14]2[CH2:16][CH2:15]2)[C:10]([NH2:12])=[O:11])[CH:7]=1.[NH2:20][C:21]1[O:25][N:24]=[C:23]([C:26]2[CH:31]=[CH:30][CH:29]=[CH:28][CH:27]=2)[CH:22]=1.O.O.O.[O-]C1C=CC=CC=1.[Na+].CC1(C)C2C(=C(P(C3C=CC=CC=3)C3C=CC=CC=3)C=CC=2)OC2C(P(C3C=CC=CC=3)C3C=CC=CC=3)=CC=CC1=2, predict the reaction product. The product is: [C:18]([C:3]1[C:2]([NH:20][C:21]2[O:25][N:24]=[C:23]([C:26]3[CH:31]=[CH:30][CH:29]=[CH:28][CH:27]=3)[CH:22]=2)=[CH:7][C:6]([NH:8][C@H:9]([CH2:13][CH:14]2[CH2:16][CH2:15]2)[C:10]([NH2:12])=[O:11])=[C:5]([F:17])[CH:4]=1)#[N:19]. (2) Given the reactants [F:1][C:2]1[CH:7]=[CH:6][C:5]([C@@H:8]2[CH2:17][CH:16]([OH:18])[CH2:15][C@@H:14]3[N:9]2[C:10](=[O:19])[CH2:11][CH2:12][CH2:13]3)=[CH:4][CH:3]=1.N1C=CN=C1.[CH3:25][C:26]([Si:29](Cl)([CH3:31])[CH3:30])([CH3:28])[CH3:27].O.C(=O)(O)[O-].[Na+], predict the reaction product. The product is: [Si:29]([O:18][C@H:16]1[CH2:15][C@@H:14]2[N:9]([C:10](=[O:19])[CH2:11][CH2:12][CH2:13]2)[C@H:8]([C:5]2[CH:4]=[CH:3][C:2]([F:1])=[CH:7][CH:6]=2)[CH2:17]1)([C:26]([CH3:28])([CH3:27])[CH3:25])([CH3:31])[CH3:30].[Si:29]([O:18][C@@H:16]1[CH2:15][C@@H:14]2[N:9]([C:10](=[O:19])[CH2:11][CH2:12][CH2:13]2)[C@H:8]([C:5]2[CH:4]=[CH:3][C:2]([F:1])=[CH:7][CH:6]=2)[CH2:17]1)([C:26]([CH3:28])([CH3:27])[CH3:25])([CH3:31])[CH3:30]. (3) Given the reactants Br[C:2]1[CH:10]=[CH:9][CH:8]=[C:7]2[C:3]=1[C:4]1([CH2:22][O:21][C:20]3[CH:23]=[C:24]4[C:28](=[CH:29][C:19]1=3)[CH2:27][CH2:26][O:25]4)[C:5](=[O:18])[N:6]2[CH2:11][C:12]1[CH:17]=[CH:16][CH:15]=[CH:14][N:13]=1.BrC1C=CC=C2C=1C1(C3=CC4OCOC=4C=C3OC1)C(=O)[N:35]2[CH2:40][CH2:41][CH2:42][CH2:43][CH3:44].N1C=CC=C(B(O)O)C=1.CN(C)C1N=CC(B(O)O)=CC=1, predict the reaction product. The product is: [N:35]1[CH:40]=[CH:41][CH:42]=[C:43]([C:2]2[CH:10]=[CH:9][CH:8]=[C:7]3[C:3]=2[C:4]2([CH2:22][O:21][C:20]4[CH:23]=[C:24]5[C:28](=[CH:29][C:19]2=4)[CH2:27][CH2:26][O:25]5)[C:5](=[O:18])[N:6]3[CH2:11][C:12]2[CH:17]=[CH:16][CH:15]=[CH:14][N:13]=2)[CH:44]=1. (4) Given the reactants [Si]([O:8][CH2:9][CH2:10][O:11][C:12]1[C:17]([CH3:18])=[CH:16][C:15]([C:19]2[NH:28][C:27](=[O:29])[C:26]3[C:21](=[CH:22][CH:23]=[C:24]([CH2:30][N:31]4[CH2:36][CH2:35][N:34]([CH3:37])[CH2:33][CH2:32]4)[CH:25]=3)[N:20]=2)=[CH:14][C:13]=1[CH3:38])(C(C)(C)C)(C)C.CCCC[N+](CCCC)(CCCC)CCCC.[F-].C1COCC1, predict the reaction product. The product is: [OH:8][CH2:9][CH2:10][O:11][C:12]1[C:17]([CH3:18])=[CH:16][C:15]([C:19]2[NH:28][C:27](=[O:29])[C:26]3[C:21](=[CH:22][CH:23]=[C:24]([CH2:30][N:31]4[CH2:32][CH2:33][N:34]([CH3:37])[CH2:35][CH2:36]4)[CH:25]=3)[N:20]=2)=[CH:14][C:13]=1[CH3:38]. (5) Given the reactants C[O:2][C:3]1[CH:4]=[CH:5][C:6]2[C:12]([CH3:13])=[CH:11][CH2:10][CH2:9][NH:8][C:7]=2[CH:14]=1.CO[C:17]1C=CC2CCCCN(CC)C=2[CH:29]=1.OC1C=CC2CCCCN(CC)C=2C=1, predict the reaction product. The product is: [OH:2][C:3]1[CH:4]=[CH:5][C:6]2[C:12]([CH3:13])=[CH:11][CH2:10][CH2:9][N:8]([CH2:17][CH3:29])[C:7]=2[CH:14]=1. (6) Given the reactants I[C:2]1[CH:3]=[N:4][N:5]([CH3:10])[C:6]=1[C:7](O)=[O:8].[NH2:11][C:12]1[CH:17]=[CH:16][C:15]([CH3:18])=[CH:14][CH:13]=1.[CH2:19](OCC)[CH3:20].[OH-].[Na+], predict the reaction product. The product is: [CH2:19]([N:11]1[C:12]2[CH:17]=[CH:16][C:15]([CH3:18])=[CH:14][C:13]=2[C:7](=[O:8])[C:6]2[N:5]([CH3:10])[N:4]=[CH:3][C:2]1=2)[CH3:20]. (7) Given the reactants [BH4-].[Na+].[CH2:3]([C:5]1[CH:10]=[C:9]([C:11](OCC)=[O:12])[CH:8]=[CH:7][N:6]=1)[CH3:4], predict the reaction product. The product is: [CH2:3]([C:5]1[CH:10]=[C:9]([CH2:11][OH:12])[CH:8]=[CH:7][N:6]=1)[CH3:4]. (8) Given the reactants [C:1]1(O)[C:5](=[O:6])[C:3](=O)[C:2]=1[OH:7].[CH3:9][N:10]([C:14]1[CH:19]=[CH:18][CH:17]=[C:16]([NH:20][C:21]([CH3:23])=[O:22])[CH:15]=1)[CH2:11][CH2:12][OH:13].[CH3:24][CH2:25][CH2:26][CH2:27]O, predict the reaction product. The product is: [NH:20]([C:16]1[CH:15]=[C:14]([N:10]([CH2:11][CH2:12][OH:13])[CH3:9])[CH:19]=[CH:18][C:17]=1[C:3]1[C:2]([OH:7])=[C:1]([C:27]2[CH:26]=[CH:25][C:24]([N:10]([CH2:11][CH2:12][OH:13])[CH3:9])=[CH:15][C:16]=2[NH:20][C:21]([CH3:23])=[O:22])[C:5]=1[OH:6])[C:21]([CH3:23])=[O:22]. (9) Given the reactants [NH2:1][C:2]1[N:7]=[CH:6][N:5]=[C:4]2[N:8]([C:30]3[CH:35]=[CH:34][C:33]([N:36]4[CH2:41][CH2:40][N:39]([CH3:42])[CH2:38][CH2:37]4)=[CH:32][C:31]=3[C:43]#[N:44])[N:9]=[C:10](C3C=CC(NS(C4C=CC=C(Cl)C=4Cl)(=O)=O)=C(F)C=3)[C:3]=12.NC(N)=O.NC1N=CN=C2N(CC(OCC)=O)N=C([C:59]3[CH:64]=[CH:63][C:62]([NH:65][C:66]([NH:68][C:69]4[CH:70]=[C:71]([CH3:75])[CH:72]=[CH:73][CH:74]=4)=[O:67])=[C:61]([F:76])[CH:60]=3)C=12.NC1N=CN=C2N(C3C=CC(N4CCN(C)CC4)=CC=3C#N)N=C(C3C=CC(N)=C(F)C=3)C=12.C1(C)C=CC=C(N=C=O)C=1, predict the reaction product. The product is: [NH2:1][C:2]1[N:7]=[CH:6][N:5]=[C:4]2[N:8]([C:30]3[CH:35]=[CH:34][C:33]([N:36]4[CH2:37][CH2:38][N:39]([CH3:42])[CH2:40][CH2:41]4)=[CH:32][C:31]=3[C:43]#[N:44])[N:9]=[C:10]([C:59]3[CH:64]=[CH:63][C:62]([NH:65][C:66]([NH:68][C:69]4[CH:74]=[CH:73][CH:72]=[C:71]([CH3:75])[CH:70]=4)=[O:67])=[C:61]([F:76])[CH:60]=3)[C:3]=12.